This data is from CYP3A4 inhibition data for predicting drug metabolism from PubChem BioAssay. The task is: Regression/Classification. Given a drug SMILES string, predict its absorption, distribution, metabolism, or excretion properties. Task type varies by dataset: regression for continuous measurements (e.g., permeability, clearance, half-life) or binary classification for categorical outcomes (e.g., BBB penetration, CYP inhibition). Dataset: cyp3a4_veith. (1) The drug is COc1ccccc1CN1CC[C@@]2(CCCN(C(=O)c3cc(C(F)(F)F)cc(C(F)(F)F)c3)C2)C1. The result is 1 (inhibitor). (2) The molecule is CC(=O)CCCCn1c(=O)c2c(ncn2C)n(C)c1=O. The result is 0 (non-inhibitor). (3) The compound is COc1ccc(Oc2ncc3ncc(=O)n(Cc4cccs4)c3n2)cc1. The result is 1 (inhibitor).